Dataset: Human liver microsome stability data. Task: Regression/Classification. Given a drug SMILES string, predict its absorption, distribution, metabolism, or excretion properties. Task type varies by dataset: regression for continuous measurements (e.g., permeability, clearance, half-life) or binary classification for categorical outcomes (e.g., BBB penetration, CYP inhibition). Dataset: hlm. The compound is COc1cc2c(N3CCN(C(=O)Nc4ccc(C#N)cc4)CC3)ncnc2cc1OCCCN1CCCCC1C. The result is 1 (stable in human liver microsomes).